From a dataset of NCI-60 drug combinations with 297,098 pairs across 59 cell lines. Regression. Given two drug SMILES strings and cell line genomic features, predict the synergy score measuring deviation from expected non-interaction effect. (1) Drug 1: CCC1(CC2CC(C3=C(CCN(C2)C1)C4=CC=CC=C4N3)(C5=C(C=C6C(=C5)C78CCN9C7C(C=CC9)(C(C(C8N6C=O)(C(=O)OC)O)OC(=O)C)CC)OC)C(=O)OC)O.OS(=O)(=O)O. Drug 2: C(CN)CNCCSP(=O)(O)O. Cell line: ACHN. Synergy scores: CSS=-0.470, Synergy_ZIP=-1.44, Synergy_Bliss=-3.96, Synergy_Loewe=-6.35, Synergy_HSA=-5.89. (2) Drug 1: CC12CCC3C(C1CCC2O)C(CC4=C3C=CC(=C4)O)CCCCCCCCCS(=O)CCCC(C(F)(F)F)(F)F. Drug 2: CN(C(=O)NC(C=O)C(C(C(CO)O)O)O)N=O. Cell line: SW-620. Synergy scores: CSS=-2.20, Synergy_ZIP=-2.47, Synergy_Bliss=-1.35, Synergy_Loewe=-5.71, Synergy_HSA=-4.73. (3) Drug 1: C1=CC(=CC=C1CC(C(=O)O)N)N(CCCl)CCCl.Cl. Drug 2: C1C(C(OC1N2C=NC3=C(N=C(N=C32)Cl)N)CO)O. Cell line: HOP-62. Synergy scores: CSS=18.9, Synergy_ZIP=-5.03, Synergy_Bliss=0.309, Synergy_Loewe=-6.94, Synergy_HSA=-2.54.